Dataset: Full USPTO retrosynthesis dataset with 1.9M reactions from patents (1976-2016). Task: Predict the reactants needed to synthesize the given product. The reactants are: Cl.Cl.Cl.[O:4]1[C:12]2[CH:11]=[CH:10][N:9]=[C:8]([N:13]3[CH2:18][CH2:17][N:16]([CH2:19][CH2:20][C@H:21]4[CH2:26][CH2:25][C@H:24]([NH2:27])[CH2:23][CH2:22]4)[CH2:15][CH2:14]3)[C:7]=2[CH2:6][CH2:5]1.[O:28]1[CH2:33][CH2:32][CH:31]([CH2:34][C:35](O)=[O:36])[CH2:30][CH2:29]1. Given the product [O:4]1[C:12]2[CH:11]=[CH:10][N:9]=[C:8]([N:13]3[CH2:18][CH2:17][N:16]([CH2:19][CH2:20][C@H:21]4[CH2:26][CH2:25][C@H:24]([NH:27][C:35](=[O:36])[CH2:34][CH:31]5[CH2:32][CH2:33][O:28][CH2:29][CH2:30]5)[CH2:23][CH2:22]4)[CH2:15][CH2:14]3)[C:7]=2[CH2:6][CH2:5]1, predict the reactants needed to synthesize it.